Dataset: Forward reaction prediction with 1.9M reactions from USPTO patents (1976-2016). Task: Predict the product of the given reaction. (1) Given the reactants [F:1][C:2]1[CH:7]=[CH:6][C:5]([CH:8]2[N:12]([S:13]([C:16]3[CH:21]=[CH:20][C:19]([CH3:22])=[CH:18][CH:17]=3)(=[O:15])=[O:14])[CH:11]([C:23]#[N:24])[CH2:10][CH2:9]2)=[CH:4][CH:3]=1.C(=O)([O-])[O-].[K+].[K+].Cl.[NH2:32][OH:33], predict the reaction product. The product is: [F:1][C:2]1[CH:3]=[CH:4][C:5]([CH:8]2[N:12]([S:13]([C:16]3[CH:17]=[CH:18][C:19]([CH3:22])=[CH:20][CH:21]=3)(=[O:15])=[O:14])[CH:11]([C:23]([NH:32][OH:33])=[NH:24])[CH2:10][CH2:9]2)=[CH:6][CH:7]=1. (2) Given the reactants Cl[C:2]([O:4][C:5]1[CH:10]=[CH:9][C:8]([N+:11]([O-:13])=[O:12])=[CH:7][CH:6]=1)=[O:3].C(N(C(C)C)CC)(C)C.[CH2:23]([O:25][C@@H:26]([CH2:31][C:32]1[CH:33]=[N:34][C:35]([C:38]2[CH:43]=[CH:42][CH:41]=[C:40]([NH:44][CH3:45])[CH:39]=2)=[CH:36][CH:37]=1)[C:27]([O:29][CH3:30])=[O:28])[CH3:24].O, predict the reaction product. The product is: [CH2:23]([O:25][C@@H:26]([CH2:31][C:32]1[CH:33]=[N:34][C:35]([C:38]2[CH:43]=[CH:42][CH:41]=[C:40]([N:44]([CH3:45])[C:2]([O:4][C:5]3[CH:10]=[CH:9][C:8]([N+:11]([O-:13])=[O:12])=[CH:7][CH:6]=3)=[O:3])[CH:39]=2)=[CH:36][CH:37]=1)[C:27]([O:29][CH3:30])=[O:28])[CH3:24]. (3) Given the reactants [F:1][C:2]1[CH:7]=[CH:6][C:5]([N+:8]([O-])=O)=[CH:4][C:3]=1[C@:11]12[CH2:19][C@@H:18]([O:20][CH3:21])[CH2:17][C@H:16]1[CH2:15][S:14][C:13]([NH:22][C:23](=[O:29])[O:24][C:25]([CH3:28])([CH3:27])[CH3:26])=[N:12]2.[Cl-].[NH4+].O.C(OCC)(=O)C, predict the reaction product. The product is: [NH2:8][C:5]1[CH:6]=[CH:7][C:2]([F:1])=[C:3]([C@:11]23[CH2:19][C@@H:18]([O:20][CH3:21])[CH2:17][C@H:16]2[CH2:15][S:14][C:13]([NH:22][C:23](=[O:29])[O:24][C:25]([CH3:26])([CH3:27])[CH3:28])=[N:12]3)[CH:4]=1.